Dataset: Full USPTO retrosynthesis dataset with 1.9M reactions from patents (1976-2016). Task: Predict the reactants needed to synthesize the given product. (1) Given the product [OH:5][C@H:3]([CH3:4])[CH2:2][NH:1][C:6](=[O:7])[O:8][C:9]([CH3:12])([CH3:11])[CH3:10], predict the reactants needed to synthesize it. The reactants are: [NH2:1][CH2:2][C@H:3]([OH:5])[CH3:4].[C:6](O[C:6]([O:8][C:9]([CH3:12])([CH3:11])[CH3:10])=[O:7])([O:8][C:9]([CH3:12])([CH3:11])[CH3:10])=[O:7].O.C(O)(=O)CC(CC(O)=O)(C(O)=O)O. (2) Given the product [CH3:28][O:29][C:30]1[CH:37]=[CH:36][C:33]([CH2:34][O:25][C:20]2[C:21]([CH3:24])=[C:22]([CH3:23])[C:4]3[O:3][C:2]([CH3:27])([CH3:1])[CH:6]([C:7]4[CH:8]=[CH:9][C:10]([N:13]5[CH2:14][CH2:15][O:16][CH2:17][CH2:18]5)=[CH:11][CH:12]=4)[C:5]=3[C:19]=2[CH3:26])=[CH:32][CH:31]=1, predict the reactants needed to synthesize it. The reactants are: [CH3:1][C:2]1([CH3:27])[CH:6]([C:7]2[CH:12]=[CH:11][C:10]([N:13]3[CH2:18][CH2:17][O:16][CH2:15][CH2:14]3)=[CH:9][CH:8]=2)[C:5]2[C:19]([CH3:26])=[C:20]([OH:25])[C:21]([CH3:24])=[C:22]([CH3:23])[C:4]=2[O:3]1.[CH3:28][O:29][C:30]1[CH:37]=[CH:36][C:33]([CH2:34]Cl)=[CH:32][CH:31]=1. (3) Given the product [F:1][C:2]([F:7])([F:6])[C:3]([OH:5])=[O:4].[Cl:8][C:9]1[CH:10]=[C:11]2[C:15](=[C:16]([CH:18]([O:23][CH2:24][C:25]3([C:32]4[CH:33]=[CH:34][C:35]([F:38])=[CH:36][CH:37]=4)[CH2:30][CH2:29][N:28]([CH3:31])[CH2:27][CH2:26]3)[CH2:19][O:21][CH3:22])[CH:17]=1)[NH:14][N:13]=[CH:12]2, predict the reactants needed to synthesize it. The reactants are: [F:1][C:2]([F:7])([F:6])[C:3]([OH:5])=[O:4].[Cl:8][C:9]1[CH:10]=[C:11]2[C:15](=[C:16]([CH:18]([O:23][CH2:24][C:25]3([C:32]4[CH:37]=[CH:36][C:35]([F:38])=[CH:34][CH:33]=4)[CH2:30][CH2:29][N:28]([CH3:31])[CH2:27][CH2:26]3)[C:19]([O:21][CH3:22])=O)[CH:17]=1)[NH:14][N:13]=[CH:12]2.ClC1C=C2C(=C(C(OCC3(C4C=CC(F)=CC=4)CCN(C(OC(C)(C)C)=O)CC3)COC)C=1)NN=C2. (4) Given the product [Cl:12][C:4]1[CH:5]=[C:6]([C:8]([F:11])([F:10])[F:9])[CH:7]=[C:2]([CH3:14])[N:3]=1, predict the reactants needed to synthesize it. The reactants are: Cl[C:2]1[CH:7]=[C:6]([C:8]([F:11])([F:10])[F:9])[CH:5]=[C:4]([Cl:12])[N:3]=1.O1CCC[CH2:14]1.C[Mg]Br.O. (5) Given the product [F:34][C:31]1[CH:30]=[CH:29][C:28]([C:26]2[N:25]([C:22]3[CH:23]=[CH:24][C:19]([S:18][CH3:17])=[CH:20][CH:21]=3)[C:12](=[O:14])[C:6]([C:7]([O:9][CH2:10][CH3:11])=[O:8])=[C:3]([S:4][CH3:5])[N:27]=2)=[CH:33][CH:32]=1, predict the reactants needed to synthesize it. The reactants are: CS[C:3](=[C:6]([C:12]([O:14]CC)=O)[C:7]([O:9][CH2:10][CH3:11])=[O:8])[S:4][CH3:5].[CH3:17][S:18][C:19]1[CH:24]=[CH:23][C:22]([NH:25][C:26]([C:28]2[CH:33]=[CH:32][C:31]([F:34])=[CH:30][CH:29]=2)=[NH:27])=[CH:21][CH:20]=1.[K+].[Br-].